This data is from Full USPTO retrosynthesis dataset with 1.9M reactions from patents (1976-2016). The task is: Predict the reactants needed to synthesize the given product. (1) Given the product [NH2:13][C@H:11]([CH3:12])[C@@H:10]([C:7]1[CH:8]=[CH:9][C:4]2[CH2:3][CH2:2][O:1][C:5]=2[CH:6]=1)[OH:21].[ClH:22], predict the reactants needed to synthesize it. The reactants are: [O:1]1[C:5]2[CH:6]=[C:7]([C@@H:10]([OH:21])[C@H:11]([NH:13]C(=O)OC(C)(C)C)[CH3:12])[CH:8]=[CH:9][C:4]=2[CH2:3][CH2:2]1.[ClH:22]. (2) Given the product [C:1]([O:5][C:6]([NH:8][C:9]1([CH2:13][OH:25])[CH2:10][CH2:11][O:16][CH2:14]1)=[O:7])([CH3:4])([CH3:3])[CH3:2], predict the reactants needed to synthesize it. The reactants are: [C:1]([O:5][C:6]([NH:8][C:9]1([C:14]([OH:16])=O)[CH2:13]C[CH2:11][CH2:10]1)=[O:7])([CH3:4])([CH3:3])[CH3:2].[H-].[H-].[H-].[H-].[Li+].[Al+3].CC[O:25]C(C)=O. (3) Given the product [NH:22]1[CH:2]=[C:3]([C:5]23[CH2:17][CH2:16][CH2:15][CH2:14][CH:13]2[C:12]2[C:7](=[CH:8][CH:9]=[CH:10][CH:11]=2)[C:6]3=[O:18])[N:21]=[CH:19]1, predict the reactants needed to synthesize it. The reactants are: Br[CH2:2][C:3]([C:5]12[CH2:17][CH2:16][CH2:15][CH2:14][CH:13]1[C:12]1[C:7](=[CH:8][CH:9]=[CH:10][CH:11]=1)[C:6]2=[O:18])=O.[CH:19]([NH2:21])=O.[NH3:22]. (4) Given the product [CH3:20][N:21]1[CH2:26][CH2:25][N:1]([C:4]2[CH:11]=[CH:10][CH:9]=[C:6]([C:7]#[N:8])[C:5]=2[C:12]#[N:13])[CH2:23][CH2:22]1, predict the reactants needed to synthesize it. The reactants are: [N+:1]([C:4]1[CH:11]=[CH:10][CH:9]=[C:6]([C:7]#[N:8])[C:5]=1[C:12]#[N:13])([O-])=O.C(=O)([O-])[O-].[K+].[K+].[CH3:20][N:21]1[CH2:26][CH2:25]N[CH2:23][CH2:22]1. (5) Given the product [CH2:35]([S:37]([NH:1][C:2]1[CH:3]=[C:4]([CH:25]=[CH:26][CH:27]=1)[O:5][C:6]1[CH:14]=[C:13]([F:15])[CH:12]=[C:11]([NH:16][C:17]2[CH:22]=[CH:21][C:20]([I:23])=[CH:19][C:18]=2[F:24])[C:7]=1[C:8]([NH2:10])=[O:9])(=[O:39])=[O:38])[CH3:36], predict the reactants needed to synthesize it. The reactants are: [NH2:1][C:2]1[CH:3]=[C:4]([CH:25]=[CH:26][CH:27]=1)[O:5][C:6]1[CH:14]=[C:13]([F:15])[CH:12]=[C:11]([NH:16][C:17]2[CH:22]=[CH:21][C:20]([I:23])=[CH:19][C:18]=2[F:24])[C:7]=1[C:8]([NH2:10])=[O:9].C(N(CC)CC)C.[CH2:35]([S:37](Cl)(=[O:39])=[O:38])[CH3:36]. (6) Given the product [CH:19]1([CH2:22][CH2:23][CH2:24][CH2:25][O:16][C:13]2[CH:12]=[CH:11][C:10]([C:9]([NH:8][CH2:7][C:6]([OH:5])=[O:18])=[O:17])=[CH:15][CH:14]=2)[CH2:21][CH2:20]1, predict the reactants needed to synthesize it. The reactants are: C([O:5][C:6](=[O:18])[CH2:7][NH:8][C:9](=[O:17])[C:10]1[CH:15]=[CH:14][C:13]([OH:16])=[CH:12][CH:11]=1)(C)(C)C.[CH:19]1([CH2:22][CH2:23][CH2:24][CH2:25]O)[CH2:21][CH2:20]1. (7) The reactants are: [C:1](N1C=CN=C1)(N1C=CN=C1)=[O:2].C(O)=O.[CH2:16]([O:23][NH:24][CH2:25][C@@H:26]([O:57][CH2:58][C:59]1[CH:64]=[CH:63][CH:62]=[CH:61][CH:60]=1)[C@H:27]([O:49][CH2:50][C:51]1[CH:56]=[CH:55][CH:54]=[CH:53][CH:52]=1)[C@H:28]([O:41][CH2:42][C:43]1[CH:48]=[CH:47][CH:46]=[CH:45][CH:44]=1)[CH2:29][O:30][Si:31]([CH:38]([CH3:40])[CH3:39])([CH:35]([CH3:37])[CH3:36])[CH:32]([CH3:34])[CH3:33])[C:17]1[CH:22]=[CH:21][CH:20]=[CH:19][CH:18]=1. Given the product [CH2:16]([O:23][N:24]([CH2:25][C@@H:26]([O:57][CH2:58][C:59]1[CH:64]=[CH:63][CH:62]=[CH:61][CH:60]=1)[C@H:27]([O:49][CH2:50][C:51]1[CH:52]=[CH:53][CH:54]=[CH:55][CH:56]=1)[C@H:28]([O:41][CH2:42][C:43]1[CH:48]=[CH:47][CH:46]=[CH:45][CH:44]=1)[CH2:29][O:30][Si:31]([CH:32]([CH3:34])[CH3:33])([CH:38]([CH3:40])[CH3:39])[CH:35]([CH3:37])[CH3:36])[CH:1]=[O:2])[C:17]1[CH:22]=[CH:21][CH:20]=[CH:19][CH:18]=1, predict the reactants needed to synthesize it. (8) Given the product [CH3:2][C:3]([CH3:50])([CH3:49])[CH2:4][C:5]1[N:6]=[C:7]([CH2:29][C:30]([C:36]2[CH:41]=[CH:40][C:39]([C:42]3[CH:47]=[CH:46][C:45]([F:48])=[CH:44][N:43]=3)=[CH:38][CH:37]=2)([OH:35])[C:31]([F:34])([F:33])[F:32])[NH:8][CH:9]=1, predict the reactants needed to synthesize it. The reactants are: Cl.[CH3:2][C:3]([CH3:50])([CH3:49])[CH2:4][C:5]1[N:6]=[C:7]([CH2:29][C:30]([C:36]2[CH:41]=[CH:40][C:39]([C:42]3[CH:47]=[CH:46][C:45]([F:48])=[CH:44][N:43]=3)=[CH:38][CH:37]=2)([OH:35])[C:31]([F:34])([F:33])[F:32])[N:8](C(C2C=CC=CC=2)(C2C=CC=CC=2)C2C=CC=CC=2)[CH:9]=1. (9) Given the product [O:10]=[C:1]1[C:2]2[CH:8]=[CH:7][CH:6]=[CH:5][C:3]=2[S:4][C:12]([C:14]2[N:19]=[C:18]([C:20]([NH2:22])=[O:21])[CH:17]=[CH:16][CH:15]=2)=[N:13]1, predict the reactants needed to synthesize it. The reactants are: [C:1]([O:10]C)(=O)[C:2]1[C:3](=[CH:5][CH:6]=[CH:7][CH:8]=1)[SH:4].[C:12]([C:14]1[N:19]=[C:18]([C:20]([NH2:22])=[O:21])[CH:17]=[CH:16][CH:15]=1)#[N:13].C(N(CC)CC)C. (10) Given the product [CH2:17]([O:16][C:14]([C:12]1[N:13]=[C:9]([N:7]2[CH2:6][CH:5]([S:4][C:40]3[C@H:41]([CH3:64])[C@@H:42]4[C@@H:59]([C@H:60]([OH:62])[CH3:61])[C:58](=[O:63])[N:43]4[C:44]=3[C:45]([O:47][CH2:48][C:49]3[CH:54]=[CH:53][C:52]([N+:55]([O-:57])=[O:56])=[CH:51][CH:50]=3)=[O:46])[CH2:8]2)[S:10][CH:11]=1)=[O:15])[CH3:18], predict the reactants needed to synthesize it. The reactants are: C([S:4][CH:5]1[CH2:8][N:7]([C:9]2[S:10][CH:11]=[C:12]([C:14]([O:16][CH2:17][CH3:18])=[O:15])[N:13]=2)[CH2:6]1)(=O)C.C(O)(=O)C.NN.C1(P(O[C:40]2[C@H:41]([CH3:64])[C@H:42]3[C@@H:59]([C@H:60]([OH:62])[CH3:61])[C:58](=[O:63])[N:43]3[C:44]=2[C:45]([O:47][CH2:48][C:49]2[CH:54]=[CH:53][C:52]([N+:55]([O-:57])=[O:56])=[CH:51][CH:50]=2)=[O:46])(C2C=CC=CC=2)=O)C=CC=CC=1.C(N(C(C)C)CC)(C)C.C(=O)([O-])O.[Na+].